This data is from Catalyst prediction with 721,799 reactions and 888 catalyst types from USPTO. The task is: Predict which catalyst facilitates the given reaction. (1) Reactant: [CH3:1][C:2]1([N:8]2[CH2:13][CH2:12][CH:11]([N:14]3[C@H:18]4[CH2:19][CH2:20][CH2:21][CH2:22][C@H:17]4[NH:16][C:15]3=[O:23])[CH2:10][CH2:9]2)[CH2:7][CH2:6][NH:5][CH2:4][CH2:3]1.C(N(C(C)C)CC)(C)C.Cl[C:34]([O:36][CH:37]([CH3:39])[CH3:38])=[O:35]. Product: [O:23]=[C:15]1[N:14]([CH:11]2[CH2:12][CH2:13][N:8]([C:2]3([CH3:1])[CH2:7][CH2:6][N:5]([C:34]([O:36][CH:37]([CH3:39])[CH3:38])=[O:35])[CH2:4][CH2:3]3)[CH2:9][CH2:10]2)[C@H:18]2[CH2:19][CH2:20][CH2:21][CH2:22][C@H:17]2[NH:16]1. The catalyst class is: 4. (2) Reactant: [Br:1][C:2]1[C:3](=[O:9])[NH:4][C:5](=[O:8])[NH:6][CH:7]=1.[CH3:10]/C(/O[Si](C)(C)C)=N\[Si](C)(C)C.[F:22][C:23]1[CH:30]=[CH:29][CH:28]=[C:27]([F:31])[C:24]=1[CH2:25]Br. Product: [Br:1][C:2]1[C:3](=[O:9])[NH:4][C:5](=[O:8])[N:6]([CH2:25][C:24]2[C:23]([F:22])=[CH:30][CH:29]=[CH:28][C:27]=2[F:31])[C:7]=1[CH3:10]. The catalyst class is: 68. (3) Reactant: [NH:1]1[C:9]2[C:4](=[CH:5][CH:6]=[CH:7][CH:8]=2)[C:3]([C:10]([OH:12])=[O:11])=[N:2]1.OS(O)(=O)=O.[CH3:18]O. Product: [CH3:18][O:11][C:10]([C:3]1[C:4]2[C:9](=[CH:8][CH:7]=[CH:6][CH:5]=2)[NH:1][N:2]=1)=[O:12]. The catalyst class is: 6. (4) Reactant: [C:1]([NH:4][C@@H:5]([C:10](O)=O)[CH2:6][CH:7](C)C)(=O)C.C[CH2:14][O:15][C:16]([CH3:18])=[O:17]. Product: [CH4:1].[CH3:10][C@@H:5]1[NH:4][CH2:1][C@H:18]([C:16]([O:15][CH3:14])=[O:17])[CH2:7][CH2:6]1. The catalyst class is: 14. (5) The catalyst class is: 8. Reactant: [Cl:1][C:2]1[CH:11]=[C:10](Cl)[C:9]2[C:4](=[CH:5][CH:6]=[CH:7][CH:8]=2)[N:3]=1.[CH2:13]([NH2:20])[C:14]1[CH:19]=[CH:18][CH:17]=[CH:16][CH:15]=1.O. Product: [CH2:13]([NH:20][C:10]1[C:9]2[C:4](=[CH:5][CH:6]=[CH:7][CH:8]=2)[N:3]=[C:2]([Cl:1])[CH:11]=1)[C:14]1[CH:19]=[CH:18][CH:17]=[CH:16][CH:15]=1. (6) Reactant: [Br:1][C:2]1[N:7]=[C:6]([NH:8][C:9](=[O:15])[O:10][C:11]([CH3:14])([CH3:13])[CH3:12])[CH:5]=[CH:4][C:3]=1[Cl:16].[H-].[Na+].CC1C=CC(S(O[CH2:30][C:31]2([O:37][CH3:38])[CH2:36][CH2:35][O:34][CH2:33][CH2:32]2)(=O)=O)=CC=1. Product: [Br:1][C:2]1[N:7]=[C:6]([N:8]([CH2:30][C:31]2([O:37][CH3:38])[CH2:36][CH2:35][O:34][CH2:33][CH2:32]2)[C:9](=[O:15])[O:10][C:11]([CH3:13])([CH3:12])[CH3:14])[CH:5]=[CH:4][C:3]=1[Cl:16]. The catalyst class is: 39. (7) Reactant: [F:1][C:2]1[CH:9]=[CH:8][C:5]([CH:6]=O)=[CH:4][CH:3]=1.[CH3:10][O:11][CH:12]([O:15][CH3:16])[CH2:13][NH2:14].O.C1(C)C=CC(S(O)(=O)=O)=CC=1. Product: [CH3:10][O:11][CH:12]([O:15][CH3:16])[CH2:13][NH:14][CH2:6][C:5]1[CH:8]=[CH:9][C:2]([F:1])=[CH:3][CH:4]=1. The catalyst class is: 11.